The task is: Predict which catalyst facilitates the given reaction.. This data is from Catalyst prediction with 721,799 reactions and 888 catalyst types from USPTO. (1) Reactant: [H-].[Na+].[N:3]1[CH:8]=[CH:7][C:6]([C:9]2[CH:10]=[CH:11][C:12](=[O:15])[NH:13][N:14]=2)=[CH:5][CH:4]=1.Br[CH2:17][C:18]1[CH:19]=[C:20]2[C:24](=[CH:25][CH:26]=1)[N:23]([C:27]([O:29][C:30]([CH3:33])([CH3:32])[CH3:31])=[O:28])[N:22]=[C:21]2[C:34]1[N:35]=[N:36][N:37]([C:39]2[CH:44]=[CH:43][C:42]([C:45]([O:47][CH3:48])=[O:46])=[CH:41][CH:40]=2)[CH:38]=1.C([O-])(O)=O.[Na+]. Product: [CH3:48][O:47][C:45]([C:42]1[CH:43]=[CH:44][C:39]([N:37]2[CH:38]=[C:34]([C:21]3[C:20]4[C:24](=[CH:25][CH:26]=[C:18]([CH2:17][N:13]5[C:12](=[O:15])[CH:11]=[CH:10][C:9]([C:6]6[CH:7]=[CH:8][N:3]=[CH:4][CH:5]=6)=[N:14]5)[CH:19]=4)[N:23]([C:27]([O:29][C:30]([CH3:33])([CH3:32])[CH3:31])=[O:28])[N:22]=3)[N:35]=[N:36]2)=[CH:40][CH:41]=1)=[O:46]. The catalyst class is: 3. (2) Reactant: [F:1][C:2]1[CH:7]=[CH:6][C:5]([C:8]([C:10]2[N:19]=[C:18]([NH:20][C:21]3[CH:25]=[C:24]([CH3:26])[NH:23][N:22]=3)[C:17]3[C:12](=[CH:13][CH:14]=[CH:15][CH:16]=3)[N:11]=2)=O)=[CH:4][CH:3]=1.[CH:27]1([NH2:30])[CH2:29][CH2:28]1.[BH4-].[Na+].CO. Product: [CH:27]1([NH:30][CH:8]([C:5]2[CH:6]=[CH:7][C:2]([F:1])=[CH:3][CH:4]=2)[C:10]2[N:19]=[C:18]([NH:20][C:21]3[CH:25]=[C:24]([CH3:26])[NH:23][N:22]=3)[C:17]3[C:12](=[CH:13][CH:14]=[CH:15][CH:16]=3)[N:11]=2)[CH2:29][CH2:28]1. The catalyst class is: 41. (3) Reactant: [C:1]1(/[CH:7]=[N:8]/[C:9]2[CH:10]=[CH:11][CH:12]=[C:13]3[C:18]=2[CH:17]=[C:16]([OH:19])[CH:15]=[CH:14]3)[CH:6]=[CH:5][CH:4]=[CH:3][CH:2]=1.C([O-])([O-])=O.[K+].[K+].[CH2:26](Br)[CH:27]=[CH2:28].O. Product: [CH2:28]([O:19][C:16]1[CH:17]=[C:18]2[C:13]([CH:12]=[CH:11][CH:10]=[C:9]2/[N:8]=[CH:7]/[C:1]2[CH:6]=[CH:5][CH:4]=[CH:3][CH:2]=2)=[CH:14][CH:15]=1)[CH:27]=[CH2:26]. The catalyst class is: 3. (4) Product: [OH:2][C:3]1[C:8]([NH:9][C:10]([NH:12][C:13]2[CH:18]=[CH:17][CH:16]=[C:15]([C:19]([F:20])([F:22])[F:21])[CH:14]=2)=[O:11])=[CH:7][CH:6]=[C:5]([O:23][CH3:24])[N:4]=1. Reactant: C[O:2][C:3]1[C:8]([NH:9][C:10]([NH:12][C:13]2[CH:18]=[CH:17][CH:16]=[C:15]([C:19]([F:22])([F:21])[F:20])[CH:14]=2)=[O:11])=[CH:7][CH:6]=[C:5]([O:23][CH3:24])[N:4]=1.B(Br)(Br)Br. The catalyst class is: 4.